From a dataset of Full USPTO retrosynthesis dataset with 1.9M reactions from patents (1976-2016). Predict the reactants needed to synthesize the given product. Given the product [F:1][C:2]1[CH:3]=[CH:4][C:5]2[N:9]=[CH:8][N:7]([C:10]3[N:18]=[C:17]4[C:13]([NH:14][C:15](=[O:29])[N:16]4[C@H:19]4[CH2:20][CH2:21][C@H:22]([CH2:25][OH:26])[CH2:23][CH2:24]4)=[CH:12][N:11]=3)[C:6]=2[CH:30]=1, predict the reactants needed to synthesize it. The reactants are: [F:1][C:2]1[CH:3]=[CH:4][C:5]2[N:9]=[CH:8][N:7]([C:10]3[N:18]=[C:17]4[C:13]([NH:14][C:15](=[O:29])[N:16]4[C@H:19]4[CH2:24][CH2:23][C@H:22]([C:25](OC)=[O:26])[CH2:21][CH2:20]4)=[CH:12][N:11]=3)[C:6]=2[CH:30]=1.C1COCC1.[H-].[H-].[H-].[H-].[Li+].[Al+3].